The task is: Predict the reaction yield, written as a fraction of the theoretical maximum amount of product (1.0 means a 100% yield; for example, 0.34 means a 34% yield).. This data is from Reaction yield outcomes from USPTO patents with 853,638 reactions. (1) The reactants are [C:1]([O:5][C:6]([NH:8][C@H:9]1[CH2:14][CH2:13][CH2:12][CH2:11][C@H:10]1[NH:15][C:16]1[N:21]=[C:20](Cl)[C:19]2[C:23](=[O:33])[N:24]([C:26]([O:28][C:29]([CH3:32])([CH3:31])[CH3:30])=[O:27])[CH2:25][C:18]=2[C:17]=1[F:34])=[O:7])([CH3:4])([CH3:3])[CH3:2].[CH3:35][N:36]1[CH:40]=[C:39](B2OC(C)(C)C(C)(C)O2)[CH:38]=[N:37]1.C(=O)([O-])[O-].[K+].[K+].CC(N(C)C)=O. The catalyst is O. The product is [C:1]([O:5][C:6]([NH:8][C@H:9]1[CH2:14][CH2:13][CH2:12][CH2:11][C@H:10]1[NH:15][C:16]1[N:21]=[C:20]([C:39]2[CH:38]=[N:37][N:36]([CH3:35])[CH:40]=2)[C:19]2[C:23](=[O:33])[N:24]([C:26]([O:28][C:29]([CH3:32])([CH3:31])[CH3:30])=[O:27])[CH2:25][C:18]=2[C:17]=1[F:34])=[O:7])([CH3:4])([CH3:3])[CH3:2]. The yield is 0.620. (2) The reactants are [N:1]1([C:8]2[CH:9]=[CH:10][C:11]([N+:17]([O-:19])=[O:18])=[C:12]([CH:16]=2)[C:13]([OH:15])=[O:14])[CH2:7][CH2:6][CH2:5][NH:4][CH2:3][CH2:2]1.O1CCOCC1.[CH3:26][C:27]([O:30][C:31](O[C:31]([O:30][C:27]([CH3:29])([CH3:28])[CH3:26])=[O:32])=[O:32])([CH3:29])[CH3:28]. The catalyst is [OH-].[Na+]. The product is [C:27]([O:30][C:31]([N:4]1[CH2:5][CH2:6][CH2:7][N:1]([C:8]2[CH:9]=[CH:10][C:11]([N+:17]([O-:19])=[O:18])=[C:12]([C:13]([OH:15])=[O:14])[CH:16]=2)[CH2:2][CH2:3]1)=[O:32])([CH3:29])([CH3:28])[CH3:26]. The yield is 0.460.